The task is: Regression. Given two drug SMILES strings and cell line genomic features, predict the synergy score measuring deviation from expected non-interaction effect.. This data is from NCI-60 drug combinations with 297,098 pairs across 59 cell lines. Drug 1: C1=CC=C(C(=C1)C(C2=CC=C(C=C2)Cl)C(Cl)Cl)Cl. Drug 2: CN(CC1=CN=C2C(=N1)C(=NC(=N2)N)N)C3=CC=C(C=C3)C(=O)NC(CCC(=O)O)C(=O)O. Cell line: OVCAR-4. Synergy scores: CSS=50.7, Synergy_ZIP=0.736, Synergy_Bliss=-1.77, Synergy_Loewe=-39.2, Synergy_HSA=-2.21.